From a dataset of Catalyst prediction with 721,799 reactions and 888 catalyst types from USPTO. Predict which catalyst facilitates the given reaction. (1) Reactant: C1(C)C=CC=CC=1.[Cl:8][C:9]1[CH:26]=[CH:25][C:12]([C:13]([N:15]([C:17]2[CH:22]=[CH:21][CH:20]=[CH:19][C:18]=2[O:23][CH3:24])[CH3:16])=[O:14])=[CH:11][C:10]=1B1OC(C)(C)C(C)(C)O1.Br[C:37]1[CH:38]=[CH:39][C:40]([Cl:43])=[N:41][CH:42]=1.C([O-])([O-])=O.[Na+].[Na+]. Product: [Cl:8][C:9]1[CH:26]=[CH:25][C:12]([C:13]([N:15]([C:17]2[CH:22]=[CH:21][CH:20]=[CH:19][C:18]=2[O:23][CH3:24])[CH3:16])=[O:14])=[CH:11][C:10]=1[C:37]1[CH:42]=[N:41][C:40]([Cl:43])=[CH:39][CH:38]=1. The catalyst class is: 103. (2) Reactant: Cl.[NH2:2][C@@H:3]1[C:11]2[C:6](=[C:7]([C:12]3[S:16][C:15]([C:17]4[CH:18]=[CH:19][C:20]([O:25][CH:26]([CH3:28])[CH3:27])=[C:21]([CH:24]=4)[C:22]#[N:23])=[N:14][N:13]=3)[CH:8]=[CH:9][CH:10]=2)[CH2:5][CH2:4]1.CCN(C(C)C)C(C)C.[CH3:38][S:39]([CH:42]=[CH2:43])(=[O:41])=[O:40]. Product: [CH:26]([O:25][C:20]1[CH:19]=[CH:18][C:17]([C:15]2[S:16][C:12]([C:7]3[CH:8]=[CH:9][CH:10]=[C:11]4[C:6]=3[CH2:5][CH2:4][C@@H:3]4[NH:2][CH2:43][CH2:42][S:39]([CH3:38])(=[O:41])=[O:40])=[N:13][N:14]=2)=[CH:24][C:21]=1[C:22]#[N:23])([CH3:28])[CH3:27]. The catalyst class is: 44. (3) Reactant: Cl[C:2]1[C:11]2[C:6](=[CH:7][C:8]([O:14][CH3:15])=[C:9]([O:12][CH3:13])[CH:10]=2)[N:5]=[CH:4][CH:3]=1.[C:16]([O:25][CH2:26][CH3:27])(=[O:24])[C:17]1[C:18](=[CH:20][CH:21]=[CH:22][CH:23]=1)[OH:19]. Product: [CH3:13][O:12][C:9]1[CH:10]=[C:11]2[C:6](=[CH:7][C:8]=1[O:14][CH3:15])[N:5]=[CH:4][CH:3]=[C:2]2[O:19][C:18]1[CH:20]=[CH:21][CH:22]=[CH:23][C:17]=1[C:16]([O:25][CH2:26][CH3:27])=[O:24]. The catalyst class is: 420. (4) Reactant: C(N(CC)C(C)C)(C)C.[CH2:10]([O:12][C:13]([N:15]=[C:16]=[O:17])=[O:14])C.[Si]([O:25][C:26]1[CH:31]=[C:30]([O:32][Si](C(C)(C)C)(C)C)[CH:29]=[CH:28][C:27]=1[C@H:40]1[CH2:45][CH2:44][C@H:43]([OH:46])[CH2:42][CH2:41]1)(C(C)(C)C)(C)C. Product: [C:16]([NH:15][C:13]([O:12][CH3:10])=[O:14])([O:46][C@H:43]1[CH2:42][CH2:41][C@H:40]([C:27]2[CH:28]=[CH:29][C:30]([OH:32])=[CH:31][C:26]=2[OH:25])[CH2:45][CH2:44]1)=[O:17]. The catalyst class is: 9. (5) Reactant: [ClH:1].Cl.C(O[N:6]=[CH:7][C:8]1[CH:9]=[C:10]2[C:14](=[CH:15][CH:16]=1)[NH:13][N:12]=[C:11]2[C:17]1[CH:18]=[C:19]([C:23]([NH:25][C:26]2[CH:31]=[CH:30][C:29]([F:32])=[CH:28][CH:27]=2)=[O:24])[CH:20]=[CH:21][CH:22]=1)C.[NH2:33][NH:34][C:35](=O)[CH2:36][N:37]([CH3:39])[CH3:38].C[O-].[Na+].Cl. Product: [ClH:1].[ClH:1].[CH3:38][N:37]([CH2:36][C:35]1[N:6]=[C:7]([C:8]2[CH:9]=[C:10]3[C:14](=[CH:15][CH:16]=2)[NH:13][N:12]=[C:11]3[C:17]2[CH:18]=[C:19]([C:23]([NH:25][C:26]3[CH:27]=[CH:28][C:29]([F:32])=[CH:30][CH:31]=3)=[O:24])[CH:20]=[CH:21][CH:22]=2)[NH:33][N:34]=1)[CH3:39]. The catalyst class is: 125.